This data is from Reaction yield outcomes from USPTO patents with 853,638 reactions. The task is: Predict the reaction yield, written as a fraction of the theoretical maximum amount of product (1.0 means a 100% yield; for example, 0.34 means a 34% yield). (1) The reactants are [Na].[CH3:2][O:3][C:4](=[O:26])[CH2:5][N:6]1[C:14](=[O:15])[C:13]2[C:8](=[CH:9][CH:10]=[C:11]([O:16][C:17]3[C:22]([CH3:23])=[CH:21][CH:20]=[CH:19][C:18]=3[CH3:24])[CH:12]=2)[C:7]1=[O:25].Cl.CCOC(C)=O.[CH2:34](O)[CH2:35][CH2:36]C. No catalyst specified. The product is [CH2:2]([O:3][C:4]([C:5]1[N:6]=[C:7]([OH:25])[C:8]2[C:13]([C:14]=1[OH:15])=[CH:12][C:11]([O:16][C:17]1[C:22]([CH3:23])=[CH:21][CH:20]=[CH:19][C:18]=1[CH3:24])=[CH:10][CH:9]=2)=[O:26])[CH2:34][CH2:35][CH3:36]. The yield is 0.430. (2) The reactants are [NH2:1][C:2]1[N:6]([C:7]2[CH:16]=[CH:15][C:10]3[NH:11][C:12]([CH3:14])=[N:13][C:9]=3[CH:8]=2)[N:5]=[CH:4][C:3]=1[C:17]([C:19]1[N:20](S(C2C=CC=CC=2)(=O)=O)[C:21]2[C:26]([CH:27]=1)=[CH:25][CH:24]=[C:23]([CH2:28][N:29]1[CH2:34][CH2:33][O:32][CH2:31][CH2:30]1)[CH:22]=2)=[O:18].[F-].C([N+](CCCC)(CCCC)CCCC)CCC. The catalyst is O1CCCC1. The product is [NH2:1][C:2]1[N:6]([C:7]2[CH:16]=[CH:15][C:10]3[NH:11][C:12]([CH3:14])=[N:13][C:9]=3[CH:8]=2)[N:5]=[CH:4][C:3]=1[C:17]([C:19]1[NH:20][C:21]2[C:26]([CH:27]=1)=[CH:25][CH:24]=[C:23]([CH2:28][N:29]1[CH2:34][CH2:33][O:32][CH2:31][CH2:30]1)[CH:22]=2)=[O:18]. The yield is 0.750. (3) The reactants are [NH2:1][C:2]1[CH:10]=[C:9]([O:11][CH3:12])[CH:8]=[C:7]([O:13][CH3:14])[C:3]=1[C:4]([NH2:6])=[O:5].[CH3:15][O:16][C:17]1[CH:18]=[C:19]([CH:22]=[C:23]([O:25][CH3:26])[CH:24]=1)[CH:20]=O.COC1C=C(OC)C=C2C=1C(=O)NC(C1C=CC=CN=1)=N2. No catalyst specified. The product is [CH3:26][O:25][C:23]1[CH:22]=[C:19]([C:20]2[NH:6][C:4](=[O:5])[C:3]3[C:2](=[CH:10][C:9]([O:11][CH3:12])=[CH:8][C:7]=3[O:13][CH3:14])[N:1]=2)[CH:18]=[C:17]([O:16][CH3:15])[CH:24]=1. The yield is 0.460. (4) The reactants are [NH2:1][C:2]1[CH:3]=[C:4]([CH:7]=[CH:8][C:9]=1[O:10][CH3:11])[C:5]#[N:6].Br.Br[CH:14]([C:16]1[CH:17]=[C:18]([C:33]([N:35]([CH3:37])[CH3:36])=[O:34])[CH:19]=[C:20]2[C:25]=1[O:24][C:23]([N:26]1[CH2:31][CH2:30][O:29][CH2:28][CH2:27]1)=[CH:22][C:21]2=[O:32])[CH3:15]. No catalyst specified. The product is [C:5]([C:4]1[CH:7]=[CH:8][C:9]([O:10][CH3:11])=[C:2]([NH:1][CH:14]([C:16]2[CH:17]=[C:18]([C:33]([N:35]([CH3:37])[CH3:36])=[O:34])[CH:19]=[C:20]3[C:25]=2[O:24][C:23]([N:26]2[CH2:31][CH2:30][O:29][CH2:28][CH2:27]2)=[CH:22][C:21]3=[O:32])[CH3:15])[CH:3]=1)#[N:6]. The yield is 0.510. (5) The reactants are [CH3:1][O:2][C:3]1[CH:12]=[CH:11][CH:10]=[C:9]2[C:4]=1[CH2:5][CH2:6][C@H:7]([CH3:13])[NH:8]2.[ClH:14]. The catalyst is C(OCC)(=O)C. The product is [ClH:14].[CH3:1][O:2][C:3]1[CH:12]=[CH:11][CH:10]=[C:9]2[C:4]=1[CH2:5][CH2:6][C@H:7]([CH3:13])[NH:8]2. The yield is 0.890. (6) The reactants are Cl.[CH3:2][S:3]([C:6]1[CH:11]=[CH:10][C:9]([C:12]2[CH:17]=[CH:16][C:15]([O:18][CH2:19][CH:20]3[CH2:25][CH2:24][NH:23][CH2:22][CH2:21]3)=[CH:14][N:13]=2)=[CH:8][CH:7]=1)(=[O:5])=[O:4].[CH3:26][C:27]1([O:30][CH2:29]1)[CH3:28].C([O-])([O-])=O.[K+].[K+]. The yield is 0.920. The catalyst is CCO.O. The product is [CH3:26][C:27]([OH:30])([CH3:29])[CH2:28][N:23]1[CH2:24][CH2:25][CH:20]([CH2:19][O:18][C:15]2[CH:14]=[N:13][C:12]([C:9]3[CH:10]=[CH:11][C:6]([S:3]([CH3:2])(=[O:4])=[O:5])=[CH:7][CH:8]=3)=[CH:17][CH:16]=2)[CH2:21][CH2:22]1.